From a dataset of Reaction yield outcomes from USPTO patents with 853,638 reactions. Predict the reaction yield, written as a fraction of the theoretical maximum amount of product (1.0 means a 100% yield; for example, 0.34 means a 34% yield). (1) The reactants are [Cl:1][C:2]1[C:3]2[C:7]([C:8]([Cl:12])=[C:9]([Cl:11])[CH:10]=1)=[N:6][N:5]([CH2:13][C:14](=O)[CH3:15])[CH:4]=2.[Si](OC(C)[CH2:26][N:27]1C=C2C(C(Cl)=C(Cl)C=C2Cl)=N1)(C(C)(C)C)(C)C.[Si:40]([O:47][CH:48]([CH3:64])[CH2:49][NH:50][CH2:51][C:52]1[C:57]([Cl:58])=[CH:56][C:55]([Cl:59])=[C:54]([Cl:60])[C:53]=1[N+:61]([O-:63])=[O:62])([C:43]([CH3:46])([CH3:45])[CH3:44])([CH3:42])[CH3:41].[N+](C1C(Cl)=C(Cl)C=C(Cl)C=1C=O)([O-])=O. No catalyst specified. The product is [NH2:50][C:14]([CH3:15])([CH2:13][N:5]1[CH:4]=[C:3]2[C:7]([C:8]([Cl:12])=[C:9]([Cl:11])[CH:10]=[C:2]2[Cl:1])=[N:6]1)[C:26]#[N:27].[Cl:58][C:57]1[C:52]2[C:53]([C:54]([Cl:60])=[C:55]([Cl:59])[CH:56]=1)=[N:61][N:50]([CH2:49][C:48](=[O:47])[CH3:64])[CH:51]=2.[Si:40]([O:47][CH:48]([CH3:64])[CH2:49][NH:50][CH2:51][C:52]1[C:57]([Cl:58])=[CH:56][C:55]([Cl:59])=[C:54]([Cl:60])[C:53]=1[N+:61]([O-:63])=[O:62])([C:43]([CH3:46])([CH3:45])[CH3:44])([CH3:42])[CH3:41]. The yield is 0.600. (2) The reactants are CN(C(ON1N=NC2C=CC=NC1=2)=[N+](C)C)C.F[P-](F)(F)(F)(F)F.[CH3:25][O:26][CH:27]1[CH2:30][CH:29]([C:31]([OH:33])=O)[CH2:28]1.Cl.[Br:35][C:36]1[CH:41]=[CH:40][C:39]([CH2:42][NH2:43])=[CH:38][CH:37]=1. No catalyst specified. The product is [Br:35][C:36]1[CH:41]=[CH:40][C:39]([CH2:42][NH:43][C:31]([CH:29]2[CH2:28][CH:27]([O:26][CH3:25])[CH2:30]2)=[O:33])=[CH:38][CH:37]=1. The yield is 0.770. (3) The reactants are [NH:1]1[CH:5]=[CH:4][N:3]=[CH:2]1.[CH3:6][O-:7].[Na+]. The product is [C:6]([N:1]1[CH:5]=[CH:4][N:3]=[CH:2]1)([N:1]1[CH:5]=[CH:4][N:3]=[CH:2]1)=[O:7]. The yield is 0.840. The catalyst is ClC1C=CC=CC=1. (4) The product is [Cl:1][C:2]1[CH:7]=[CH:6][C:5]([CH:8]([N:13]2[CH2:14][CH2:15][N:16]([C:20]3[C:25]4[O:26][CH2:27][CH2:28][NH:29][C:24]=4[N:23]=[CH:22][N:21]=3)[CH2:17][CH2:18]2)[CH2:9][N:10]([CH3:11])[CH3:12])=[CH:4][CH:3]=1. The catalyst is CS(C)=O.O. The yield is 0.0820. The reactants are [Cl:1][C:2]1[CH:7]=[CH:6][C:5]([CH:8]([N:13]2[CH2:18][CH2:17][NH:16][CH2:15][CH2:14]2)[CH2:9][N:10]([CH3:12])[CH3:11])=[CH:4][CH:3]=1.Cl[C:20]1[C:25]2[O:26][CH2:27][CH2:28][NH:29][C:24]=2[N:23]=[CH:22][N:21]=1.C(=O)([O-])[O-].[K+].[K+]. (5) The reactants are [CH2:1]([C:3]1[N:4]=[C:5]([CH2:25][CH2:26][CH3:27])[N:6]([CH2:10][C:11]2[CH:16]=[CH:15][C:14]([C:17]3[C:18]([C:23]#[N:24])=[CH:19][CH:20]=[CH:21][CH:22]=3)=[CH:13][CH:12]=2)[C:7](=[O:9])[CH:8]=1)[CH3:2].C([O-])(=O)C.[Na+].[Br:33]Br. The catalyst is C(O)(=O)C.C(OCC)(=O)C. The product is [Br:33][C:8]1[C:7](=[O:9])[N:6]([CH2:10][C:11]2[CH:16]=[CH:15][C:14]([C:17]3[C:18]([C:23]#[N:24])=[CH:19][CH:20]=[CH:21][CH:22]=3)=[CH:13][CH:12]=2)[C:5]([CH2:25][CH2:26][CH3:27])=[N:4][C:3]=1[CH2:1][CH3:2]. The yield is 0.710. (6) The reactants are [CH:1]1([C:4]2[CH:9]=[CH:8][CH:7]=[C:6]([CH3:10])[C:5]=2[OH:11])[CH2:3][CH2:2]1.ClC1C=CC=CC=1Cl.[OH-].[Cs+].[OH:22][C:23]1[CH:28]=[C:27]([Cl:29])[N:26]=[N:25][C:24]=1Cl. The catalyst is C(O)(C)(C)C. The product is [Cl:29][C:27]1[N:26]=[N:25][C:24]([O:11][C:5]2[C:6]([CH3:10])=[CH:7][CH:8]=[CH:9][C:4]=2[CH:1]2[CH2:3][CH2:2]2)=[C:23]([OH:22])[CH:28]=1. The yield is 0.760. (7) The reactants are Cl[C:2]1[C:7]([C:8]([O:10][CH2:11][CH3:12])=[O:9])=[CH:6][N:5]=[C:4]2[N:13]([CH2:16][C:17]3[CH:22]=[CH:21][C:20]([O:23][CH3:24])=[CH:19][CH:18]=3)[N:14]=[CH:15][C:3]=12.C(N(CC)CC)C. The catalyst is C1COCC1.[OH-].[OH-].[Pd+2]. The product is [CH3:24][O:23][C:20]1[CH:19]=[CH:18][C:17]([CH2:16][N:13]2[C:4]3=[N:5][CH:6]=[C:7]([C:8]([O:10][CH2:11][CH3:12])=[O:9])[CH:2]=[C:3]3[CH:15]=[N:14]2)=[CH:22][CH:21]=1. The yield is 1.00.